From a dataset of Catalyst prediction with 721,799 reactions and 888 catalyst types from USPTO. Predict which catalyst facilitates the given reaction. (1) Reactant: [CH3:1][O:2][C:3]1[CH:12]=[CH:11][C:10]2[C:5](=[CH:6][CH:7]=[C:8]([O:13][CH3:14])[CH:9]=2)[CH:4]=1.N#N.[N:17]1([CH2:23][CH2:24][O:25][C:26]2[CH:34]=[CH:33][C:29]([C:30](Cl)=[O:31])=[CH:28][CH:27]=2)[CH2:22][CH2:21][CH2:20][CH2:19][CH2:18]1.[Cl-].[Al+3].[Cl-].[Cl-]. Product: [CH3:14][O:13][C:8]1[CH:7]=[CH:6][C:5]2[C:10](=[CH:11][CH:12]=[C:3]([O:2][CH3:1])[CH:4]=2)[C:9]=1[C:30]([C:29]1[CH:28]=[CH:27][C:26]([O:25][CH2:24][CH2:23][N:17]2[CH2:22][CH2:21][CH2:20][CH2:19][CH2:18]2)=[CH:34][CH:33]=1)=[O:31]. The catalyst class is: 34. (2) The catalyst class is: 4. Reactant: F[P-](F)(F)(F)(F)F.N1(O[P+](N2CCCC2)(N2CCCC2)N2CCCC2)[C:12]2[CH:13]=[CH:14][CH:15]=[CH:16][C:11]=2N=N1.[CH3:34][O:35][C:36]([C:38]1[CH:39]=[C:40]([NH:48][C:49]2[C:58]3[C:53](=[CH:54][C:55]([Br:59])=[CH:56][CH:57]=3)[N:52]=[CH:51][C:50]=2[C:60]([OH:62])=O)[CH:41]=[C:42]([C:44]([O:46][CH3:47])=[O:45])[CH:43]=1)=[O:37].C([N:65]([CH2:68]C)CC)C. Product: [Br:59][C:55]1[CH:54]=[C:53]2[C:58]([C:49]([NH:48][C:40]3[CH:39]=[C:38]([C:36]([O:35][CH3:34])=[O:37])[CH:43]=[C:42]([C:44]([O:46][CH3:47])=[O:45])[CH:41]=3)=[C:50]([C:60]([NH:65][CH2:68][C:11]3[CH:12]=[CH:13][CH:14]=[C:15]([C:36]([O:35][CH3:34])=[O:37])[CH:16]=3)=[O:62])[CH:51]=[N:52]2)=[CH:57][CH:56]=1. (3) Reactant: Br[CH2:2][C:3]1[CH:4]=[C:5]([CH:10]=[C:11]([C:13]([C:16]#[N:17])([CH3:15])[CH3:14])[CH:12]=1)[C:6]([O:8][CH3:9])=[O:7].[S:18]([O-:21])([O-:20])=[O:19].[Na+:22].[Na+]. Product: [C:16]([C:13]([C:11]1[CH:12]=[C:3]([CH2:2][S:18]([O-:21])(=[O:20])=[O:19])[CH:4]=[C:5]([C:6]([O:8][CH3:9])=[O:7])[CH:10]=1)([CH3:15])[CH3:14])#[N:17].[Na+:22]. The catalyst class is: 95. (4) Reactant: [ClH:1].C(N=C=NCCCN(C)C)C.Cl.[CH3:14][O:15][C:16]1[CH:17]=[C:18]2[C:23](=[C:24]3[CH2:28][C:27]([CH3:30])([CH3:29])[O:26][C:25]=13)[C:22]([C:31]1[CH:39]=[CH:38][C:34]([C:35](O)=[O:36])=[CH:33][CH:32]=1)=[N:21][C:20]([CH3:41])([CH3:40])[CH2:19]2.O.O[N:44]1[C:48]2[CH:49]=[CH:50][CH:51]=[CH:52][C:47]=2N=N1.NC1C=CC=CC=1. Product: [ClH:1].[C:48]1([NH:44][C:35](=[O:36])[C:34]2[CH:38]=[CH:39][C:31]([C:22]3[C:23]4[C:18](=[CH:17][C:16]([O:15][CH3:14])=[C:25]5[O:26][C:27]([CH3:29])([CH3:30])[CH2:28][C:24]5=4)[CH2:19][C:20]([CH3:41])([CH3:40])[N:21]=3)=[CH:32][CH:33]=2)[CH:49]=[CH:50][CH:51]=[CH:52][CH:47]=1. The catalyst class is: 35. (5) Reactant: [OH:1][C@H:2]1[C@H:6]2[O:7][CH2:8][C@:3]1([CH2:17][OH:18])[O:4][C@H:5]2[N:9]1[CH:16]=[CH:15][C:13](=[O:14])[NH:12][C:10]1=[O:11].[CH3:19][O:20][C:21]1[CH:42]=[CH:41][C:24]([C:25](Cl)([C:34]2[CH:39]=[CH:38][CH:37]=[CH:36][CH:35]=2)[C:26]2[CH:31]=[CH:30][C:29]([O:32][CH3:33])=[CH:28][CH:27]=2)=[CH:23][CH:22]=1. Product: [CH3:33][O:32][C:29]1[CH:28]=[CH:27][C:26]([C:25]([O:18][CH2:17][C@@:3]23[C@@H:2]([OH:1])[C@@H:6]([O:7][CH2:8]2)[C@H:5]([N:9]2[CH:16]=[CH:15][C:13](=[O:14])[NH:12][C:10]2=[O:11])[O:4]3)([C:34]2[CH:35]=[CH:36][CH:37]=[CH:38][CH:39]=2)[C:24]2[CH:41]=[CH:42][C:21]([O:20][CH3:19])=[CH:22][CH:23]=2)=[CH:31][CH:30]=1. The catalyst class is: 17. (6) Reactant: [NH2:1][OH:2].[CH3:3][C:4]1[CH:11]=[CH:10][C:7]([C:8]#[N:9])=[CH:6][N:5]=1. Product: [OH:2][N:1]=[C:8]([NH2:9])[C:7]1[CH:10]=[CH:11][C:4]([CH3:3])=[N:5][CH:6]=1. The catalyst class is: 8.